Predict the reactants needed to synthesize the given product. From a dataset of Full USPTO retrosynthesis dataset with 1.9M reactions from patents (1976-2016). Given the product [O:1]1[CH:5]=[CH:4][CH:3]=[C:2]1[CH2:6][N:7]([CH2:29][C:30]1[CH:31]=[CH:32][C:33]([O:36][CH3:37])=[CH:34][CH:35]=1)[S:8]([C:11]1[CH:28]=[CH:27][C:14]([C:15]([OH:17])=[O:16])=[CH:13][CH:12]=1)(=[O:10])=[O:9], predict the reactants needed to synthesize it. The reactants are: [O:1]1[CH:5]=[CH:4][CH:3]=[C:2]1[CH2:6][N:7]([CH2:29][C:30]1[CH:35]=[CH:34][C:33]([O:36][CH3:37])=[CH:32][CH:31]=1)[S:8]([C:11]1[CH:28]=[CH:27][C:14]([C:15]([O:17]CC2C=CC(OC)=CC=2)=[O:16])=[CH:13][CH:12]=1)(=[O:10])=[O:9].[Li+].[OH-].C1COCC1.CO.Cl.